From a dataset of Forward reaction prediction with 1.9M reactions from USPTO patents (1976-2016). Predict the product of the given reaction. (1) The product is: [CH3:25][O:26][C:27](=[O:35])[CH:28]([NH:31][C:32](=[O:34])[CH3:33])[CH2:29][S:30][C:2]1[S:6][C:5]([NH:7][C:8]([NH:10][C:11]2[CH:16]=[CH:15][C:14]([CH3:17])=[CH:13][C:12]=2[C:18]([CH:20]2[CH2:24][CH2:23][CH2:22][CH2:21]2)=[O:19])=[O:9])=[N:4][CH:3]=1. Given the reactants Br[C:2]1[S:6][C:5]([NH:7][C:8]([NH:10][C:11]2[CH:16]=[CH:15][C:14]([CH3:17])=[CH:13][C:12]=2[C:18]([CH:20]2[CH2:24][CH2:23][CH2:22][CH2:21]2)=[O:19])=[O:9])=[N:4][CH:3]=1.[CH3:25][O:26][C:27](=[O:35])[CH:28]([NH:31][C:32](=[O:34])[CH3:33])[CH2:29][SH:30], predict the reaction product. (2) Given the reactants [C:1]([O:5][C:6]([NH:8][CH:9]([CH3:15])[CH2:10][CH2:11][C:12](O)=[O:13])=[O:7])([CH3:4])([CH3:3])[CH3:2].CN1CCOCC1.ClC(OCC)=O.[BH4-].[Na+].[NH4+].[Cl-], predict the reaction product. The product is: [OH:13][CH2:12][CH2:11][CH2:10][CH:9]([NH:8][C:6](=[O:7])[O:5][C:1]([CH3:4])([CH3:3])[CH3:2])[CH3:15]. (3) Given the reactants C(OC([NH:8][C@@H:9]([CH2:17][CH2:18][CH:19]([CH2:23][CH2:24][CH2:25][F:26])[C:20]([OH:22])=[O:21])[C:10]([O:12]C(C)(C)C)=[O:11])=O)(C)(C)C.FC(F)(F)C(O)=O, predict the reaction product. The product is: [NH2:8][C@@H:9]([CH2:17][CH2:18][CH:19]([CH2:23][CH2:24][CH2:25][F:26])[C:20]([O-:22])=[O:21])[C:10]([OH:12])=[O:11].[NH4+:8]. (4) Given the reactants [CH3:1][O:2][C:3]([C:5]1(C(O)=O)[CH2:7][CH2:6]1)=[O:4].C([N:13]([CH2:16]C)CC)C.C1(P(N=[N+]=[N-])(C2C=CC=CC=2)=[O:25])C=CC=CC=1.[C:35]([OH:39])([CH3:38])([CH3:37])[CH3:36], predict the reaction product. The product is: [C:35]([O:39][C:16]([NH:13][C:5]1([C:3]([O:2][CH3:1])=[O:4])[CH2:6][CH2:7]1)=[O:25])([CH3:38])([CH3:37])[CH3:36]. (5) Given the reactants [C:1]([C:3]1[CH:8]=[CH:7][C:6]([C:9]2[CH:10]=[N:11][N:12]([C:15]3[CH:23]=[CH:22][C:18]([C:19](O)=[O:20])=[CH:17][N:16]=3)[C:13]=2[OH:14])=[C:5]([O:24][CH3:25])[CH:4]=1)#[N:2].[CH3:26][O:27][CH2:28][CH2:29][CH2:30][NH:31][CH3:32], predict the reaction product. The product is: [C:1]([C:3]1[CH:8]=[CH:7][C:6]([C:9]2[CH:10]=[N:11][N:12]([C:15]3[CH:23]=[CH:22][C:18]([C:19]([N:31]([CH2:30][CH2:29][CH2:28][O:27][CH3:26])[CH3:32])=[O:20])=[CH:17][N:16]=3)[C:13]=2[OH:14])=[C:5]([O:24][CH3:25])[CH:4]=1)#[N:2].